Task: Predict the product of the given reaction.. Dataset: Forward reaction prediction with 1.9M reactions from USPTO patents (1976-2016) Given the reactants [C:1](Cl)(=[O:5])[CH2:2][CH2:3][CH3:4].[NH2:7][C:8]1[CH:9]=[C:10]([C:14]2[CH:19]=[CH:18][C:17]([C:20]([F:30])([CH3:29])[CH2:21][NH:22][S:23]([CH:26]([CH3:28])[CH3:27])(=[O:25])=[O:24])=[CH:16][CH:15]=2)[CH:11]=[CH:12][CH:13]=1.C(N(CC)CC)C.O, predict the reaction product. The product is: [F:30][C:20]([C:17]1[CH:18]=[CH:19][C:14]([C:10]2[CH:9]=[C:8]([NH:7][C:1](=[O:5])[CH2:2][CH2:3][CH3:4])[CH:13]=[CH:12][CH:11]=2)=[CH:15][CH:16]=1)([CH3:29])[CH2:21][NH:22][S:23]([CH:26]([CH3:27])[CH3:28])(=[O:25])=[O:24].